Dataset: Reaction yield outcomes from USPTO patents with 853,638 reactions. Task: Predict the reaction yield, written as a fraction of the theoretical maximum amount of product (1.0 means a 100% yield; for example, 0.34 means a 34% yield). (1) The product is [C:21]1([N:27]2[C:5]([C:7]3[C:12](=[O:13])[CH:11]=[CH:10][N:9]([C:14]4[CH:15]=[N:16][CH:17]=[CH:18][CH:19]=4)[N:8]=3)=[CH:4][CH:3]=[N:2]2)[CH:26]=[CH:25][CH:24]=[CH:23][CH:22]=1. The catalyst is CO. The reactants are C[N:2](C)[CH:3]=[CH:4][C:5]([C:7]1[C:12](=[O:13])[CH:11]=[CH:10][N:9]([C:14]2[CH:15]=[N:16][CH:17]=[CH:18][CH:19]=2)[N:8]=1)=O.[C:21]1([NH:27]N)[CH:26]=[CH:25][CH:24]=[CH:23][CH:22]=1. The yield is 0.190. (2) The yield is 0.540. The catalyst is O1CCCC1.O.C(OCC)(=O)C. The product is [Cl:1][C:2]1[CH:18]=[CH:17][C:5]([CH2:6][O:7][C:8]2[C:9]([O:16][CH2:22][CH2:21][F:20])=[C:10]([CH:13]=[CH:14][CH:15]=2)[CH:11]=[O:12])=[C:4]([F:19])[CH:3]=1. The reactants are [Cl:1][C:2]1[CH:18]=[CH:17][C:5]([CH2:6][O:7][C:8]2[C:9]([OH:16])=[C:10]([CH:13]=[CH:14][CH:15]=2)[CH:11]=[O:12])=[C:4]([F:19])[CH:3]=1.[F:20][CH2:21][CH2:22]O.C1(P(C2C=CC=CC=2)C2C=CC=CC=2)C=CC=CC=1.N(C(OC(C)C)=O)=NC(OC(C)C)=O. (3) The reactants are Br.[C:2]([S:5][CH2:6][C:7]1[CH:16]=[CH:15][C:14]2[C:9](=[CH:10][CH:11]=[CH:12][CH:13]=2)[CH:8]=1)(=[NH:4])[CH3:3].CN1[CH2:23][CH2:22][O:21][CH2:20]C1.CC(C(Cl)=O)[C:26](Cl)=[O:27].C1C[O:35]CC1. The catalyst is O. The product is [CH:8]1[C:9]2[C:14](=[CH:13][CH:12]=[CH:11][CH:10]=2)[CH:15]=[CH:16][C:7]=1[CH2:6][S:5]/[C:2](=[N:4]\[C:26](=[O:27])[CH2:23][C:22]([O:21][CH3:20])=[O:35])/[CH3:3]. The yield is 0.590. (4) The reactants are [Br:1][C:2]1[CH:3]=[C:4]2[C:9](=[CH:10][CH:11]=1)[C:8](=[O:12])[N:7]([CH2:13][CH:14]1[CH2:16][CH2:15]1)[C:6]([CH2:17]O)=[C:5]2[O:19][CH2:20][CH2:21][CH2:22][CH3:23].S(Cl)([Cl:26])=O.[Na]. The catalyst is C1(C)C=CC=CC=1. The product is [Br:1][C:2]1[CH:3]=[C:4]2[C:9](=[CH:10][CH:11]=1)[C:8](=[O:12])[N:7]([CH2:13][CH:14]1[CH2:16][CH2:15]1)[C:6]([CH2:17][Cl:26])=[C:5]2[O:19][CH2:20][CH2:21][CH2:22][CH3:23]. The yield is 0.957. (5) The reactants are [C:1]([Si:5]([CH3:42])([CH3:41])[O:6][CH:7]([C:37]([CH3:40])([CH3:39])[CH3:38])[CH2:8][CH2:9][C:10]1[CH:15]=[CH:14][C:13]([C:16]([C:21]2[CH:26]=[CH:25][C:24](OS(C(F)(F)F)(=O)=O)=[C:23]([CH3:35])[CH:22]=2)([CH2:19][CH3:20])[CH2:17][CH3:18])=[CH:12][C:11]=1[CH3:36])([CH3:4])([CH3:3])[CH3:2].[CH3:43][O:44][C:45](=[O:63])[CH2:46][CH2:47][C:48]1[CH:53]=[CH:52][C:51](B2OC(C)(C)C(C)(C)O2)=[CH:50][CH:49]=1.C(=O)([O-])[O-].[Na+].[Na+].[Cl-].[NH4+]. The catalyst is C1C=CC(P(C2C=CC=CC=2)[C-]2C=CC=C2)=CC=1.C1C=CC(P(C2C=CC=CC=2)[C-]2C=CC=C2)=CC=1.Cl[Pd]Cl.[Fe+2].CN(C)C=O. The product is [CH3:43][O:44][C:45](=[O:63])[CH2:46][CH2:47][C:48]1[CH:49]=[CH:50][C:51]([C:24]2[CH:25]=[CH:26][C:21]([C:16]([C:13]3[CH:14]=[CH:15][C:10]([CH2:9][CH2:8][CH:7]([O:6][Si:5]([C:1]([CH3:4])([CH3:3])[CH3:2])([CH3:41])[CH3:42])[C:37]([CH3:40])([CH3:39])[CH3:38])=[C:11]([CH3:36])[CH:12]=3)([CH2:17][CH3:18])[CH2:19][CH3:20])=[CH:22][C:23]=2[CH3:35])=[CH:52][CH:53]=1. The yield is 0.100. (6) The reactants are [I:1][C:2]1[CH:9]=[CH:8][CH:7]=[CH:6][C:3]=1[CH2:4][OH:5]. The catalyst is ClCCl.[O-2].[Mn+2]. The product is [I:1][C:2]1[CH:9]=[CH:8][CH:7]=[CH:6][C:3]=1[CH:4]=[O:5]. The yield is 0.910.